Task: Predict which catalyst facilitates the given reaction.. Dataset: Catalyst prediction with 721,799 reactions and 888 catalyst types from USPTO (1) Reactant: [N+:1]([C:4]1[CH:9]=[CH:8][C:7]([C:10]2[N:11]=[C:12]([CH:15]([C:17]3[CH:22]=[CH:21][CH:20]=[CH:19][CH:18]=3)[CH3:16])[S:13][CH:14]=2)=[CH:6][CH:5]=1)([O-])=O. Product: [C:17]1([CH:15]([C:12]2[S:13][CH:14]=[C:10]([C:7]3[CH:6]=[CH:5][C:4]([NH2:1])=[CH:9][CH:8]=3)[N:11]=2)[CH3:16])[CH:18]=[CH:19][CH:20]=[CH:21][CH:22]=1. The catalyst class is: 5. (2) Reactant: [NH2:1][C:2]1[CH:11]=[C:10]([Br:12])[CH:9]=[C:8]([F:13])[C:3]=1[C:4]([O:6][CH3:7])=[O:5].C1C(=O)N([Cl:21])C(=O)C1. Product: [NH2:1][C:2]1[C:3]([C:4]([O:6][CH3:7])=[O:5])=[C:8]([F:13])[C:9]([Cl:21])=[C:10]([Br:12])[CH:11]=1. The catalyst class is: 32. (3) Reactant: Br[CH:2]([C:7]1[CH:12]=[C:11]([F:13])[CH:10]=[C:9]([F:14])[CH:8]=1)[C:3]([O:5][CH3:6])=[O:4].[N-:15]=[N+:16]=[N-:17].[Na+]. Product: [N:15]([CH:2]([C:7]1[CH:12]=[C:11]([F:13])[CH:10]=[C:9]([F:14])[CH:8]=1)[C:3]([O:5][CH3:6])=[O:4])=[N+:16]=[N-:17]. The catalyst class is: 23.